The task is: Token-level Classification. Given an antigen amino acid sequence, predict which amino acid positions are active epitope sites capable of antibody binding. Output is a list of indices for active positions.. This data is from B-cell epitopes from IEDB database with 3,159 antigens for binding position prediction. (1) The epitope positions are: [663, 664, 665, 666, 667, 668, 669, 670, 671, 672, 673, 674, 675, 676, 677, 678, 679, 680, 681, 682]. The amino acids at these positions are: PLLLSTTEWQILPCSFTTLP. Given the antigen sequence: MSTNPKPQRKTKRNTNRRPQDVKFPGGGQIVGGVYLLPRRGPKLGVRATRKTSERSQPRGRRQPIPKARQPEGRSWAQPGYPWPLYGNEGLGWAGWLLSPRGSRPSWGPSDPRRRSRNLGKVIDTLTCGFADLMGYIPLVGAPLGGVARALAHGVRAVEDGVNYATGNLPGCSFSIFLLALLSCLTIPASAYEMRNVSGVYHVTNDCSNSSIVYEAADMIMHSPGCVPCVREANLSRCWIALTPTLAARNASVPTTTIRRHVDLLVGTAAFCSAMYVGDLCGSVFLVSQLFTFSPRQHETVQDCNCSIYVGHISGHRMAWDMMMNWSPTTALVVSQLLRIPQAIVDMVAGAHWGVLAGLAYYSMVGNWAKVFIVMLLFAGVDGRTITVGGATARTTSGFTSLFTPGASQRIQLINSNGSWHINRTALNCNDSLNTGFLAALFYTHRFNSSGCPERLASCRSIDTFDQGWGPITYAKSGSPDQRPYCWHYAPRPCGVVPAS..., which amino acid positions are active epitope sites? (2) The epitope positions are: [95, 96, 97, 98, 99, 100, 101]. The amino acids at these positions are: MVDRGWG. Given the antigen sequence: MRCIGISNRDFVEGVSGGSWVDIVLEHGSCVTTMAKNKPTLDFELIKTEAKHPATLRKYCIEAKLTNTTTASRCPTQGEPSLSEEQDKRFVCKHSMVDRGWGNGCGLFGKGGIVTCAMFTCKKNMEGKIVQPENLEYTIVITPHSGEENAVGNDTGKHGKEIKVTPQSSITEAELTGYGTVTMECSPRTGLDFNEMVLLQMENKAWLVHRQWFLDLPLPWLPGADTQGSNWIQKETLVTFKNPHAKKQDVVVLGSQEGAMHTALTGATEIQMTSGNLLFTGHLKCRLRMDKLQLKGMSYSMCTGKFKVVKEIAETQHGTIVIRVQYEGDGSPCKIPFEIMDLEKRHVLGRLITVNPIVTEKDSPVNIEAEPPFGDSYIIIGVEPGQLKLSWFKKGSSIGQMFETTMRGAKRMAILGDTAWDFGSLGGVFTSIGKALHQVFGAIYGAAFSGVSWTMKILIGVVITWIGMNSRSTSLSVSLVLVGIVTLYLGVMVQA, which amino acid positions are active epitope sites?